This data is from Reaction yield outcomes from USPTO patents with 853,638 reactions. The task is: Predict the reaction yield, written as a fraction of the theoretical maximum amount of product (1.0 means a 100% yield; for example, 0.34 means a 34% yield). (1) The reactants are [Br:1][C:2]1[CH:7]=[CH:6][C:5]([CH2:8][C:9]([C:11]2[CH:21]=[CH:20][C:14]3[N:15]([CH3:19])[C:16](=[O:18])[O:17][C:13]=3[CH:12]=2)=[O:10])=[C:4]([Cl:22])[CH:3]=1.[H-].[Na+].[CH3:25]I. The catalyst is CN(C=O)C. The product is [Br:1][C:2]1[CH:7]=[CH:6][C:5]([CH:8]([CH3:25])[C:9]([C:11]2[CH:21]=[CH:20][C:14]3[N:15]([CH3:19])[C:16](=[O:18])[O:17][C:13]=3[CH:12]=2)=[O:10])=[C:4]([Cl:22])[CH:3]=1. The yield is 0.690. (2) The reactants are [CH3:1][O:2][C:3]([C:5]1([C:8]2[CH:13]=[CH:12][C:11]([O:14][CH3:15])=[CH:10][CH:9]=2)[CH2:7][CH2:6]1)=[O:4].[N+:16]([O-])([OH:18])=[O:17].Cl. The catalyst is CC(OC(C)=O)=O.CC(O)=O. The product is [CH3:1][O:2][C:3]([C:5]1([C:8]2[CH:9]=[CH:10][C:11]([O:14][CH3:15])=[C:12]([N+:16]([O-:18])=[O:17])[CH:13]=2)[CH2:6][CH2:7]1)=[O:4]. The yield is 0.980. (3) The reactants are [C:1]([C:5]1[NH:6][C:7]2[C:12]([CH:13]=1)=[CH:11][C:10]([N+:14]([O-])=O)=[C:9]([F:17])[CH:8]=2)([CH3:4])([CH3:3])[CH3:2]. The catalyst is CO.[Ni]. The product is [C:1]([C:5]1[NH:6][C:7]2[C:12]([CH:13]=1)=[CH:11][C:10]([NH2:14])=[C:9]([F:17])[CH:8]=2)([CH3:4])([CH3:2])[CH3:3]. The yield is 0.380. (4) The reactants are [C:1]([OH:12])(=[O:11])[C:2]1[CH:10]=[CH:9][C:7]([OH:8])=[C:4]([O:5][CH3:6])[CH:3]=1.[OH-].[Na+].[CH2:15](Cl)[C:16]1[CH:21]=[CH:20][CH:19]=[CH:18][CH:17]=1. The catalyst is C1COCC1.O. The product is [CH3:6][O:5][C:4]1[CH:3]=[C:2]([CH:10]=[CH:9][C:7]=1[O:8][CH2:15][C:16]1[CH:21]=[CH:20][CH:19]=[CH:18][CH:17]=1)[C:1]([OH:12])=[O:11]. The yield is 0.630. (5) The reactants are Br[C:2]1[CH:3]=[C:4]([S:8]([NH:11][C:12]2[CH:17]=[CH:16][C:15]([O:18][C:19]3[CH:24]=[CH:23][CH:22]=[CH:21][CH:20]=3)=[CH:14][C:13]=2[S:25]([NH2:28])(=[O:27])=[O:26])(=[O:10])=[O:9])[CH:5]=[CH:6][CH:7]=1.[Cl:29][C:30]1[CH:31]=[C:32](B(O)O)[CH:33]=[CH:34][C:35]=1[Cl:36].C1(P(C2CCCCC2)C2CCCCC2)CCCCC1.P([O-])([O-])([O-])=O.[K+].[K+].[K+]. The catalyst is CN(C=O)C.Cl.CC([O-])=O.CC([O-])=O.[Pd+2]. The product is [Cl:29][C:30]1[CH:31]=[C:32]([C:2]2[CH:3]=[C:4]([S:8]([NH:11][C:12]3[CH:17]=[CH:16][C:15]([O:18][C:19]4[CH:24]=[CH:23][CH:22]=[CH:21][CH:20]=4)=[CH:14][C:13]=3[S:25]([NH2:28])(=[O:26])=[O:27])(=[O:10])=[O:9])[CH:5]=[CH:6][CH:7]=2)[CH:33]=[CH:34][C:35]=1[Cl:36]. The yield is 0.150. (6) The reactants are [NH2:1][C:2]1[CH:7]=[CH:6][CH:5]=[CH:4][CH:3]=1.C[Al](C)C.[CH3:12][O:13][C:14]1[CH:15]=[C:16]([CH:19]=[CH:20][CH:21]=1)[C:17]#[N:18].ClCCl.CO. The catalyst is C1(C)C=CC=CC=1. The product is [CH3:12][O:13][C:14]1[CH:15]=[C:16]([CH:19]=[CH:20][CH:21]=1)[C:17](=[NH:18])[NH:1][C:2]1[CH:7]=[CH:6][CH:5]=[CH:4][CH:3]=1. The yield is 0.600. (7) The reactants are [Cl:1][C:2]1[C:3]([O:30][C@H:31]2[CH2:36][C:35]([F:38])([F:37])[CH2:34][CH2:33][C@@H:32]2[C:39]2[N:43](COCCOC)[N:42]=[CH:41][CH:40]=2)=[CH:4][C:5]([F:29])=[C:6]([S:8]([N:11](CC2C=CC(OC)=CC=2OC)[C:12]2[CH:17]=[CH:16][N:15]=[CH:14][N:13]=2)(=[O:10])=[O:9])[CH:7]=1.C([SiH](CC)CC)C.FC(F)(F)C(O)=O.Cl. The catalyst is CO.ClCCl. The product is [Cl:1][C:2]1[C:3]([O:30][C@H:31]2[CH2:36][C:35]([F:38])([F:37])[CH2:34][CH2:33][C@@H:32]2[C:39]2[NH:43][N:42]=[CH:41][CH:40]=2)=[CH:4][C:5]([F:29])=[C:6]([S:8]([NH:11][C:12]2[CH:17]=[CH:16][N:15]=[CH:14][N:13]=2)(=[O:9])=[O:10])[CH:7]=1. The yield is 0.410. (8) The reactants are [Cl:1][C:2]1[CH:7]=[C:6]([CH2:8][C:9]([CH3:11])=[CH2:10])[C:5]([OH:12])=[C:4]([O:13][CH3:14])[CH:3]=1.ClC1C=C(C=CC=1)C(OO)=[O:20].C(=O)([O-])[O-].[K+].[K+]. The yield is 0.740. No catalyst specified. The product is [Cl:1][C:2]1[CH:3]=[C:4]([O:13][CH3:14])[C:5]2[O:12][C:9]([CH2:11][OH:20])([CH3:10])[CH2:8][C:6]=2[CH:7]=1. (9) The reactants are [F:1][C:2]([F:15])([F:14])[C:3]1[CH:12]=[CH:11][C:10]([NH2:13])=[C:9]2[C:4]=1[CH:5]=[CH:6][CH:7]=[N:8]2.[N:16]1[CH:21]=[CH:20][CH:19]=[CH:18][C:17]=1[S:22](Cl)(=[O:24])=[O:23].N1C=CC=CC=1. The yield is 0.310. The product is [F:15][C:2]([F:1])([F:14])[C:3]1[CH:12]=[CH:11][C:10]([NH:13][S:22]([C:17]2[CH:18]=[CH:19][CH:20]=[CH:21][N:16]=2)(=[O:24])=[O:23])=[C:9]2[C:4]=1[CH:5]=[CH:6][CH:7]=[N:8]2. The catalyst is CN(C1C=CN=CC=1)C.C(Cl)Cl.